Dataset: Forward reaction prediction with 1.9M reactions from USPTO patents (1976-2016). Task: Predict the product of the given reaction. (1) Given the reactants [O:1]1C[CH:2]1[CH2:3][N:4]1[C:8](=[O:9])[C:7]2=[CH:10][CH:11]=[CH:12][CH:13]=[C:6]2[C:5]1=[O:14].[N+:16]([C:19]1[NH:20][CH:21]=[CH:22][N:23]=1)([O-:18])=[O:17], predict the reaction product. The product is: [OH:1][CH:2]([N:20]1[CH:21]=[CH:22][N:23]=[C:19]1[N+:16]([O-:18])=[O:17])[CH2:3][N:4]1[C:8](=[O:9])[C:7]2[C:6](=[CH:13][CH:12]=[CH:11][CH:10]=2)[C:5]1=[O:14]. (2) Given the reactants [C:1]([O:5][C:6]([N:8]1[CH2:13][CH2:12][CH:11]([N:14]2[CH:18]=[C:17]([C:19]([OH:21])=O)[NH:16][C:15]2=[O:22])[CH2:10][CH2:9]1)=[O:7])([CH3:4])([CH3:3])[CH3:2].C[N:24](C)C=O.C(Cl)(=O)C(Cl)=O, predict the reaction product. The product is: [C:19]([C:17]1[NH:16][C:15](=[O:22])[N:14]([CH:11]2[CH2:10][CH2:9][N:8]([C:6]([O:5][C:1]([CH3:3])([CH3:2])[CH3:4])=[O:7])[CH2:13][CH2:12]2)[CH:18]=1)(=[O:21])[NH2:24].